Dataset: hERG potassium channel inhibition data for cardiac toxicity prediction from Karim et al.. Task: Regression/Classification. Given a drug SMILES string, predict its toxicity properties. Task type varies by dataset: regression for continuous values (e.g., LD50, hERG inhibition percentage) or binary classification for toxic/non-toxic outcomes (e.g., AMES mutagenicity, cardiotoxicity, hepatotoxicity). Dataset: herg_karim. (1) The molecule is CC(C)(O)c1ccc(C(Cc2cc[n+]([O-])cc2)c2ccc(OC(F)F)c(OC(F)F)c2)cn1. The result is 0 (non-blocker). (2) The compound is O=C(NCCCN1CCCCC1)Nc1ccc(S(=O)(=O)Nc2ccccc2C(=O)c2ccccc2)cc1. The result is 1 (blocker). (3) The compound is COc1ncnc(Cn2cc(C(=O)NCC(F)F)c3ncc(C)cc32)c1C. The result is 0 (non-blocker). (4) The drug is O=C(NC[C@@H]1CCCC[C@H]1O)NC1CCN(Cc2ccn(-c3ccc(C(F)(F)F)cc3)c2)CC1. The result is 1 (blocker).